From a dataset of Full USPTO retrosynthesis dataset with 1.9M reactions from patents (1976-2016). Predict the reactants needed to synthesize the given product. Given the product [Cl:1][C:2]1[CH:10]=[CH:9][CH:8]=[C:7]([CH3:11])[C:3]=1[C:4]([NH:27][C:26]1[CH:28]=[CH:29][CH:30]=[C:24]([F:23])[CH:25]=1)=[O:6], predict the reactants needed to synthesize it. The reactants are: [Cl:1][C:2]1[CH:10]=[CH:9][CH:8]=[C:7]([CH3:11])[C:3]=1[C:4]([OH:6])=O.O=S(Cl)Cl.C(N(CC)CC)C.[F:23][C:24]1[CH:25]=[C:26]([CH:28]=[CH:29][CH:30]=1)[NH2:27].